This data is from Full USPTO retrosynthesis dataset with 1.9M reactions from patents (1976-2016). The task is: Predict the reactants needed to synthesize the given product. (1) Given the product [ClH:1].[OH:2][CH:3]([CH2:18][O:19][C:20]1[CH:21]=[CH:22][C:25]([CH2:26][CH2:27][CH3:28])=[CH:24][CH:29]=1)[CH2:4][NH:5][C:6]([CH3:17])([CH3:16])[CH2:7][C:8]1[CH:9]=[CH:10][C:11]([O:14][CH3:15])=[CH:12][CH:13]=1, predict the reactants needed to synthesize it. The reactants are: [ClH:1].[OH:2][CH:3]([CH2:18][O:19][C:20]1[C:29]2[C:24](=[CH:25][CH:26]=[CH:27][CH:28]=2)C=[CH:22][CH:21]=1)[CH2:4][NH:5][C:6]([CH3:17])([CH3:16])[CH2:7][C:8]1[CH:13]=[CH:12][C:11]([O:14][CH3:15])=[CH:10][CH:9]=1.Cl.OC(COC1C=CC(OC)=CC=1)CNC(C)(C)CC1C=CC(OC)=CC=1. (2) Given the product [CH2:29]([C:31]1[N:32]([C:2]2[N:3]=[C:4]([N:23]3[CH2:24][CH2:25][O:26][CH2:27][CH2:28]3)[C:5]3[N:10]=[C:9]([C:11]([N:13]4[CH2:14][CH2:15][CH:16]([C:19]([OH:22])([CH3:20])[CH3:21])[CH2:17][CH2:18]4)=[O:12])[S:8][C:6]=3[N:7]=2)[C:33]2[CH:39]=[CH:38][CH:37]=[CH:36][C:34]=2[N:35]=1)[CH3:30], predict the reactants needed to synthesize it. The reactants are: Cl[C:2]1[N:3]=[C:4]([N:23]2[CH2:28][CH2:27][O:26][CH2:25][CH2:24]2)[C:5]2[N:10]=[C:9]([C:11]([N:13]3[CH2:18][CH2:17][CH:16]([C:19]([OH:22])([CH3:21])[CH3:20])[CH2:15][CH2:14]3)=[O:12])[S:8][C:6]=2[N:7]=1.[CH2:29]([C:31]1[NH:32][C:33]2[CH:39]=[CH:38][CH:37]=[CH:36][C:34]=2[N:35]=1)[CH3:30].CC(C1C=C(C(C)C)C(C2C=CC=CC=2P(C2CCCCC2)C2CCCCC2)=C(C(C)C)C=1)C.C([O-])([O-])=O.[Cs+].[Cs+]. (3) The reactants are: [C:1]([C:3]1[CH:8]=[CH:7][C:6]([C:9]2[N:13]3[CH:14]=[C:15]([C:18]4[CH:26]=[CH:25][C:21]([C:22]([OH:24])=O)=[C:20]([F:27])[CH:19]=4)[CH:16]=[CH:17][C:12]3=[N:11][CH:10]=2)=[CH:5][CH:4]=1)#[N:2].CN1CCOCC1.CN(C(ON1N=NC2C=CC=NC1=2)=[N+](C)C)C.F[P-](F)(F)(F)(F)F.[CH3:59][N:60]1[CH2:65][CH2:64][NH:63][CH2:62][CH2:61]1. Given the product [F:27][C:20]1[CH:19]=[C:18]([C:15]2[CH:16]=[CH:17][C:12]3[N:13]([C:9]([C:6]4[CH:7]=[CH:8][C:3]([C:1]#[N:2])=[CH:4][CH:5]=4)=[CH:10][N:11]=3)[CH:14]=2)[CH:26]=[CH:25][C:21]=1[C:22]([N:63]1[CH2:64][CH2:65][N:60]([CH3:59])[CH2:61][CH2:62]1)=[O:24], predict the reactants needed to synthesize it. (4) Given the product [CH2:1]1[CH:9]2[N:4]([CH2:5][CH2:6][CH:7]([C:10]3[C:14]4[C:13](=[CH:18][N:17]=[CH:16][CH:15]=4)[N:12]([S:29]([C:19]4[C:28]5[C:23](=[CH:24][CH:25]=[CH:26][CH:27]=5)[CH:22]=[CH:21][CH:20]=4)(=[O:31])=[O:30])[CH:11]=3)[CH2:8]2)[CH2:3][CH2:2]1, predict the reactants needed to synthesize it. The reactants are: [CH2:1]1[CH:9]2[N:4]([CH2:5][CH2:6][CH:7]([C:10]3[C:18]4[C:13](=[CH:14][CH:15]=[CH:16][N:17]=4)[NH:12][CH:11]=3)[CH2:8]2)[CH2:3][CH2:2]1.[C:19]1([S:29](Cl)(=[O:31])=[O:30])[C:28]2[C:23](=[CH:24][CH:25]=[CH:26][CH:27]=2)[CH:22]=[CH:21][CH:20]=1.C[Si]([N-][Si](C)(C)C)(C)C.[Na+]. (5) Given the product [N:18]1([CH2:23][CH2:24][NH:25][C:26]([C:28]2[CH:32]=[C:31]([CH3:33])[NH:30][C:29]=2[CH:34]=[C:10]2[C:9]3[C:13](=[CH:14][CH:15]=[CH:16][C:8]=3[C:5]3[CH:4]=[CH:3][C:2]([F:1])=[CH:7][CH:6]=3)[NH:12][C:11]2=[O:17])=[O:27])[CH:22]=[CH:21][N:20]=[N:19]1, predict the reactants needed to synthesize it. The reactants are: [F:1][C:2]1[CH:7]=[CH:6][C:5]([C:8]2[CH:16]=[CH:15][CH:14]=[C:13]3[C:9]=2[CH2:10][C:11](=[O:17])[NH:12]3)=[CH:4][CH:3]=1.[N:18]1([CH2:23][CH2:24][NH:25][C:26]([C:28]2[CH:32]=[C:31]([CH3:33])[NH:30][C:29]=2[CH:34]=O)=[O:27])[CH:22]=[CH:21][N:20]=[N:19]1.